This data is from Retrosynthesis with 50K atom-mapped reactions and 10 reaction types from USPTO. The task is: Predict the reactants needed to synthesize the given product. (1) Given the product O=C(N[C@@](Cc1ccccc1)(c1cc(F)cc(OC(F)(F)C(F)F)c1)c1ccc(Cl)cn1)Oc1ccc([N+](=O)[O-])cc1, predict the reactants needed to synthesize it. The reactants are: N[C@@](Cc1ccccc1)(c1cc(F)cc(OC(F)(F)C(F)F)c1)c1ccc(Cl)cn1.O=C(Cl)Oc1ccc([N+](=O)[O-])cc1. (2) Given the product C[C@H](OC(=O)[C@H](O)C(C)(C)COS(=O)(=O)CCCCl)c1ccccc1, predict the reactants needed to synthesize it. The reactants are: COc1ccc(CO[C@@H](C(=O)O[C@@H](C)c2ccccc2)C(C)(C)COS(=O)(=O)CCCCl)cc1. (3) Given the product CC1(C)CCCCC(C)(C)C1O, predict the reactants needed to synthesize it. The reactants are: CC1(C)CCCCC(C)(C)C1=O. (4) Given the product O=C1C(=Cc2ccccn2)COc2ccc(-c3ccc(OC(F)(F)F)cc3)cc21, predict the reactants needed to synthesize it. The reactants are: O=C1CCOc2ccc(-c3ccc(OC(F)(F)F)cc3)cc21.O=Cc1ccccn1. (5) Given the product COC(=O)Cc1ccccc1NS(=O)(=O)c1ccc(Cl)c(Cl)c1, predict the reactants needed to synthesize it. The reactants are: COC(=O)Cc1ccccc1N.O=S(=O)(Cl)c1ccc(Cl)c(Cl)c1.